Dataset: NCI-60 drug combinations with 297,098 pairs across 59 cell lines. Task: Regression. Given two drug SMILES strings and cell line genomic features, predict the synergy score measuring deviation from expected non-interaction effect. Synergy scores: CSS=8.20, Synergy_ZIP=-0.568, Synergy_Bliss=-2.57, Synergy_Loewe=-38.1, Synergy_HSA=-2.12. Cell line: UACC-257. Drug 1: CC1C(C(CC(O1)OC2CC(OC(C2O)C)OC3=CC4=CC5=C(C(=O)C(C(C5)C(C(=O)C(C(C)O)O)OC)OC6CC(C(C(O6)C)O)OC7CC(C(C(O7)C)O)OC8CC(C(C(O8)C)O)(C)O)C(=C4C(=C3C)O)O)O)O. Drug 2: COCCOC1=C(C=C2C(=C1)C(=NC=N2)NC3=CC=CC(=C3)C#C)OCCOC.Cl.